From a dataset of Full USPTO retrosynthesis dataset with 1.9M reactions from patents (1976-2016). Predict the reactants needed to synthesize the given product. (1) Given the product [O:50]1[CH2:55][CH2:54][CH:53]([CH2:56][NH:57][C:14]([C:11]2[CH:10]=[C:9]([CH2:8][S:7][C:6]3[CH:5]=[CH:4][C:3]([C:2]([F:1])([F:20])[F:19])=[CH:18][CH:17]=3)[O:13][N:12]=2)=[O:16])[CH2:52][CH2:51]1, predict the reactants needed to synthesize it. The reactants are: [F:1][C:2]([F:20])([F:19])[C:3]1[CH:18]=[CH:17][C:6]([S:7][CH2:8][C:9]2[O:13][N:12]=[C:11]([C:14]([OH:16])=O)[CH:10]=2)=[CH:5][CH:4]=1.C(N(CC)CC)C.Cl.C(N=C=NCCCN(C)C)C.ON1C2C=CC=CC=2N=N1.[O:50]1[CH2:55][CH2:54][CH:53]([CH2:56][NH2:57])[CH2:52][CH2:51]1. (2) Given the product [F:1][C:2]1[C:7]2[N:8]=[CH:9][S:10][C:6]=2[CH:5]=[C:4]([NH2:11])[CH:3]=1, predict the reactants needed to synthesize it. The reactants are: [F:1][C:2]1[C:7]2[N:8]=[CH:9][S:10][C:6]=2[CH:5]=[C:4]([NH:11]CC2C=CC(OC)=CC=2)[CH:3]=1.C(O)(C(F)(F)F)=O. (3) Given the product [CH:28]([NH:1][CH2:2][CH2:3][C:4]([N:6]1[CH2:11][CH2:10][N:9]([C:12]2[C:17]([C:18]3[CH:23]=[CH:22][CH:21]=[CH:20][CH:19]=3)=[CH:16][N:15]=[C:14]3[NH:24][CH:25]=[CH:26][C:13]=23)[CH2:8][CH2:7]1)=[O:5])([CH3:30])[CH3:27], predict the reactants needed to synthesize it. The reactants are: [NH2:1][CH2:2][CH2:3][C:4]([N:6]1[CH2:11][CH2:10][N:9]([C:12]2[C:17]([C:18]3[CH:23]=[CH:22][CH:21]=[CH:20][CH:19]=3)=[CH:16][N:15]=[C:14]3[NH:24][CH:25]=[CH:26][C:13]=23)[CH2:8][CH2:7]1)=[O:5].[CH3:27][C:28]([CH3:30])=O.CCN(C(C)C)C(C)C.[BH-](OC(C)=O)(OC(C)=O)OC(C)=O.[Na+].C([O-])([O-])=O.[Na+].[Na+].C1(N)C(F)=C(F)C(F)=C(N)C=1F.Cl.Cl. (4) Given the product [C:1]([O:5][C:6]([N:8]([CH2:26][C:27]([O:29][C:30]([CH3:33])([CH3:32])[CH3:31])=[O:28])[C:9]1[CH:14]=[CH:13][CH:12]=[C:11]([CH:15]([CH2:44][C:43]2[CH:46]=[CH:47][C:40]([C:36]([CH2:37][CH3:38])([CH3:39])[CH2:34][CH3:35])=[CH:41][CH:42]=2)[NH:16][S:17]([C:20]2[CH:21]=[N:22][CH:23]=[CH:24][CH:25]=2)(=[O:19])=[O:18])[N:10]=1)=[O:7])([CH3:4])([CH3:3])[CH3:2], predict the reactants needed to synthesize it. The reactants are: [C:1]([O:5][C:6]([N:8]([CH2:26][C:27]([O:29][C:30]([CH3:33])([CH3:32])[CH3:31])=[O:28])[C:9]1[CH:14]=[CH:13][CH:12]=[C:11]([CH2:15][NH:16][S:17]([C:20]2[CH:21]=[N:22][CH:23]=[CH:24][CH:25]=2)(=[O:19])=[O:18])[N:10]=1)=[O:7])([CH3:4])([CH3:3])[CH3:2].[CH2:34]([C:36]([C:40]1[CH:47]=[CH:46][C:43]([CH2:44]O)=[CH:42][CH:41]=1)([CH3:39])[CH2:37][CH3:38])[CH3:35].C(P(CCCC)CCCC)CCC.CN(C)C(N=NC(N(C)C)=O)=O. (5) Given the product [C:3]([C:4]1[CH:9]=[CH:8][C:7]([O:10][CH2:11][C:12]2[CH:17]=[CH:16][CH:15]=[CH:14][CH:13]=2)=[CH:6][CH:5]=1)#[CH:2], predict the reactants needed to synthesize it. The reactants are: Br[C:2](Br)=[CH:3][C:4]1[CH:9]=[CH:8][C:7]([O:10][CH2:11][C:12]2[CH:17]=[CH:16][CH:15]=[CH:14][CH:13]=2)=[CH:6][CH:5]=1.C([O-])([O-])=O.[Cs+].[Cs+].O. (6) Given the product [N:28]1([CH:34]2[CH2:39][CH2:38][N:37]([C:40]([O:21][C:4]3[CH:3]=[C:2]([F:1])[CH:20]=[CH:19][C:5]=3/[CH:6]=[C:7]3/[C:8](=[S:18])[N:9]=[C:10]([N:12]4[CH2:17][CH2:16][CH2:15][CH2:14][NH:13]4)[S:11]/3)=[O:41])[CH2:36][CH2:35]2)[CH2:33][CH2:32][CH2:31][CH2:30][CH2:29]1, predict the reactants needed to synthesize it. The reactants are: [F:1][C:2]1[CH:20]=[CH:19][C:5](/[CH:6]=[C:7]2/[C:8](=[S:18])[N:9]=[C:10]([N:12]3[CH2:17][CH2:16][CH2:15][CH2:14][NH:13]3)[S:11]/2)=[C:4]([OH:21])[CH:3]=1.C(=O)([O-])[O-].[K+].[K+].[N:28]1([CH:34]2[CH2:39][CH2:38][N:37]([C:40](Cl)=[O:41])[CH2:36][CH2:35]2)[CH2:33][CH2:32][CH2:31][CH2:30][CH2:29]1.